Dataset: Forward reaction prediction with 1.9M reactions from USPTO patents (1976-2016). Task: Predict the product of the given reaction. (1) Given the reactants C1N(CCCS(O)(=O)=O)CCOC1.N.[C:15]([O-:18])([O-])=[O:16].[Ca+2].C[C@]1(O)[C@@H]2C(=C(O)[C@]3(O)C(=O)C(C(N)=O)=C(O)[C@@H](N(C)C)[C@@H]3C2)C(=O)C2C(O)=CC=CC1=2.C1[C@H:57]([NH2:58])[C@@H:56](O[C@H]2O[C@H](CN)[C@@H](O)[C@H](O)[C@H]2O)[C@H:55](O)[C@@H:54](O[C@H]2O[C@H](CO)[C@@H](O)[C@H](N)[C@H]2O)[C@@H:53]1[NH2:84], predict the reaction product. The product is: [NH2:58][C@H:57]([C:15]([OH:18])=[O:16])[CH2:56][CH2:55][CH2:54][CH2:53][NH2:84]. (2) Given the reactants [C:1]12([NH2:11])[CH2:10][CH:5]3[CH2:6][CH:7]([CH2:9][CH:3]([CH2:4]3)[CH2:2]1)[CH2:8]2.[F:12][C:13]1[CH:20]=[C:19]([F:21])[CH:18]=[CH:17][C:14]=1[CH:15]=O, predict the reaction product. The product is: [C:1]12([NH:11][CH2:15][C:14]3[CH:17]=[CH:18][C:19]([F:21])=[CH:20][C:13]=3[F:12])[CH2:8][CH:7]3[CH2:6][CH:5]([CH2:4][CH:3]([CH2:9]3)[CH2:2]1)[CH2:10]2. (3) Given the reactants [CH2:1]([OH:3])C.[Na].[F:5][C:6]1[CH:11]=[CH:10][C:9]([C:12](=[O:22])[CH2:13][CH2:14][CH2:15][N:16]2[CH2:21][CH2:20][O:19][CH2:18][CH2:17]2)=[CH:8][CH:7]=1.C(OCC)=O, predict the reaction product. The product is: [F:5][C:6]1[CH:11]=[CH:10][C:9]([C:12](=[O:22])[C:13](=[CH:1][OH:3])[CH2:14][CH2:15][N:16]2[CH2:17][CH2:18][O:19][CH2:20][CH2:21]2)=[CH:8][CH:7]=1. (4) Given the reactants [Br:1][C:2]1[CH:3]=[C:4]2[C:8](=[CH:9][CH:10]=1)[NH:7][C:6](=[O:11])[C:5]2=O.[C:13]([C:16]1[O:17][CH:18]=[CH:19][CH:20]=1)(=O)[CH3:14].[OH-:21].[Na+].O, predict the reaction product. The product is: [Br:1][C:2]1[CH:3]=[C:4]2[C:8](=[CH:9][CH:10]=1)[N:7]=[C:13]([C:16]1[O:17][CH:18]=[CH:19][CH:20]=1)[CH:14]=[C:5]2[C:6]([OH:11])=[O:21]. (5) The product is: [O:13]=[C:3]1[C:4]2[C:9](=[CH:8][CH:7]=[CH:6][CH:5]=2)[C:10](=[O:12])[CH:11]=[C:2]1[NH:1][C:16](=[O:19])[CH2:17][CH3:18]. Given the reactants [NH2:1][C:2]1[C:3](=[O:13])[C:4]2[C:9]([C:10](=[O:12])[CH:11]=1)=[CH:8][CH:7]=[CH:6][CH:5]=2.[H-].[Na+].[C:16](Cl)(=[O:19])[CH2:17][CH3:18], predict the reaction product. (6) Given the reactants [I:1][C:2]1[CH:7]=[CH:6][NH:5][C:4](=[O:8])[CH:3]=1.[C:9]([O-])([O-])=O.[K+].[K+].IC.O, predict the reaction product. The product is: [I:1][C:2]1[CH:7]=[CH:6][N:5]([CH3:9])[C:4](=[O:8])[CH:3]=1. (7) The product is: [CH3:1][O:2][C:3](=[O:14])[C:4]1[CH:9]=[CH:8][C:7]([CH2:10][NH2:11])=[CH:6][C:5]=1[O:12][CH3:13]. Given the reactants [CH3:1][O:2][C:3](=[O:14])[C:4]1[CH:9]=[CH:8][C:7]([C:10]#[N:11])=[CH:6][C:5]=1[O:12][CH3:13], predict the reaction product.